Dataset: Full USPTO retrosynthesis dataset with 1.9M reactions from patents (1976-2016). Task: Predict the reactants needed to synthesize the given product. (1) Given the product [CH2:25]([O:28][C:29]1[CH:34]=[CH:33][C:32]([CH2:35][NH:36][C:2]2[N:7]=[C:6]([O:8][CH2:9][C:10]([F:13])([F:12])[F:11])[N:5]=[C:4]([NH:14][C:15]3[CH:24]=[CH:23][C:18]([C:19]([O:21][CH3:22])=[O:20])=[CH:17][CH:16]=3)[N:3]=2)=[CH:31][CH:30]=1)[CH:26]=[CH2:27], predict the reactants needed to synthesize it. The reactants are: Cl[C:2]1[N:7]=[C:6]([O:8][CH2:9][C:10]([F:13])([F:12])[F:11])[N:5]=[C:4]([NH:14][C:15]2[CH:24]=[CH:23][C:18]([C:19]([O:21][CH3:22])=[O:20])=[CH:17][CH:16]=2)[N:3]=1.[CH2:25]([O:28][C:29]1[CH:34]=[CH:33][C:32]([CH2:35][NH2:36])=[CH:31][CH:30]=1)[CH:26]=[CH2:27].CCN(C(C)C)C(C)C. (2) The reactants are: [CH2:1]([O:3][C:4]([C:6]1([C:9]2[CH:14]=[CH:13][C:12]([C:15]3[CH:20]=[CH:19][C:18]([C:21]4[S:22][C:23]([Cl:29])=[CH:24][C:25]=4C(=O)N)=[CH:17][CH:16]=3)=[CH:11][CH:10]=2)[CH2:8][CH2:7]1)=[O:5])[CH3:2].[N:30]1[CH:35]=CC=CC=1.FC(F)(F)C(OI(C1C=CC=CC=1)OC(=O)C(F)(F)F)=[O:39].[S:57]1[CH:61]=[CH:60][C:59]([C@H:62]([OH:64])[CH3:63])=[CH:58]1. Given the product [CH2:1]([O:3][C:4]([C:6]1([C:9]2[CH:10]=[CH:11][C:12]([C:15]3[CH:16]=[CH:17][C:18]([C:21]4[S:22][C:23]([Cl:29])=[CH:24][C:25]=4[NH:30][C:35]([O:64][C@@H:62]([C:59]4[CH:60]=[CH:61][S:57][CH:58]=4)[CH3:63])=[O:39])=[CH:19][CH:20]=3)=[CH:13][CH:14]=2)[CH2:8][CH2:7]1)=[O:5])[CH3:2], predict the reactants needed to synthesize it. (3) Given the product [CH3:12][C@H:11]1[C:13](=[O:15])[O:14][S:21](=[O:22])[N:10]1[C@@H:4]([CH2:3][CH2:2][CH3:1])[C:5]([O:7][CH2:8][CH3:9])=[O:6], predict the reactants needed to synthesize it. The reactants are: [CH3:1][CH2:2][CH2:3][C@H:4]([NH:10][C@H:11]([C:13]([OH:15])=[O:14])[CH3:12])[C:5]([O:7][CH2:8][CH3:9])=[O:6].N1([S:21](Cl)=[O:22])C=CN=C1. (4) Given the product [N+:27]([C:24]1[CH:25]=[CH:26][C:21]([CH2:20][CH2:19][O:18][C:16]2[N:15]=[CH:14][N:13]=[C:12]3[C:17]=2[C:9]2[CH2:8][CH2:7][C:6]4[N:39]([CH2:40][CH2:41][OH:42])[N:38]=[CH:36][C:5]=4[C:10]=2[S:11]3)=[CH:22][CH:23]=1)([O-:29])=[O:28], predict the reactants needed to synthesize it. The reactants are: CN(/C=[C:5]1\[C:6](=O)[CH2:7][CH2:8][C:9]2[C:17]3[C:16]([O:18][CH2:19][CH2:20][C:21]4[CH:26]=[CH:25][C:24]([N+:27]([O-:29])=[O:28])=[CH:23][CH:22]=4)=[N:15][CH:14]=[N:13][C:12]=3[S:11][C:10]\1=2)C.C(O[C:36]([NH:38][NH:39][CH2:40][CH2:41][OH:42])=O)(C)(C)C. (5) Given the product [O:16]1[C:20]2[CH:21]=[CH:22][C:23]([CH2:25][C:26]([NH:28][CH:12]([N:1]3[C:5]4[CH:6]=[CH:7][CH:8]=[CH:9][C:4]=4[N:3]=[N:2]3)[C:11]([CH3:15])([CH3:14])[CH3:10])=[O:27])=[CH:24][C:19]=2[O:18][CH2:17]1, predict the reactants needed to synthesize it. The reactants are: [NH:1]1[C:5]2[CH:6]=[CH:7][CH:8]=[CH:9][C:4]=2[N:3]=[N:2]1.[CH3:10][C:11]([CH3:15])([CH3:14])[CH:12]=O.[O:16]1[C:20]2[CH:21]=[CH:22][C:23]([CH2:25][C:26]([NH2:28])=[O:27])=[CH:24][C:19]=2[O:18][CH2:17]1. (6) Given the product [F:2][C:3]1[C:8]([F:9])=[CH:7][CH:6]=[CH:5][C:4]=1[C@H:10]1[CH2:16][N:15]2[C:17]([CH:20]3[CH2:24][CH2:23][O:22][CH2:21]3)=[CH:18][N:19]=[C:14]2[C@H:13]([NH2:25])[CH2:12][CH2:11]1, predict the reactants needed to synthesize it. The reactants are: Cl.[F:2][C:3]1[C:8]([F:9])=[CH:7][CH:6]=[CH:5][C:4]=1[C@H:10]1[CH2:16][N:15]2[C:17]([CH:20]3[CH2:24][CH2:23][O:22][CH2:21]3)=[CH:18][N:19]=[C:14]2[C@H:13]([NH:25]C(=O)OC(C)(C)C)[CH2:12][CH2:11]1.